Task: Predict the reaction yield, written as a fraction of the theoretical maximum amount of product (1.0 means a 100% yield; for example, 0.34 means a 34% yield).. Dataset: Reaction yield outcomes from USPTO patents with 853,638 reactions (1) The reactants are [C:1]([O:4][CH2:5][CH:6]([O:9][CH2:10][C@@H:11]([NH:14][C:15]([O:17][C:18]([CH3:21])([CH3:20])[CH3:19])=[O:16])[CH:12]=[CH2:13])C=C)(=[O:3])[CH3:2]. The catalyst is C(=[Ru](Cl)(Cl)([C-]1N(C2C(C)=CC(C)=CC=2C)CCN1C1C(C)=CC(C)=CC=1C)P(C1CCCCC1)(C1CCCCC1)C1CCCCC1)C1C=CC=CC=1. The product is [C:1]([O:4][CH2:5][CH:6]1[CH:13]=[CH:12][C@H:11]([NH:14][C:15]([O:17][C:18]([CH3:19])([CH3:20])[CH3:21])=[O:16])[CH2:10][O:9]1)(=[O:3])[CH3:2]. The yield is 0.850. (2) The reactants are [CH3:1][C:2]1[CH:10]=[C:6]([C:7]([OH:9])=O)[C:5]([OH:11])=[CH:4][CH:3]=1.[CH3:12][C:13]1[CH:19]=[CH:18][C:16]([NH2:17])=[CH:15][C:14]=1[C:20]([F:23])([F:22])[F:21]. No catalyst specified. The product is [OH:11][C:5]1[CH:4]=[CH:3][C:2]([CH3:1])=[CH:10][C:6]=1[C:7]([NH:17][C:16]1[CH:18]=[CH:19][C:13]([CH3:12])=[C:14]([C:20]([F:21])([F:22])[F:23])[CH:15]=1)=[O:9]. The yield is 0.637. (3) The reactants are [CH3:1][O:2][C:3]([C:5]#[C:6][C:7]([O:9][CH3:10])=[O:8])=[O:4].[C:11]([O:15][C:16]([N:18]1[CH:22]=[CH:21][CH:20]=[CH:19]1)=[O:17])([CH3:14])([CH3:13])[CH3:12]. No catalyst specified. The product is [CH3:14][C:11]([O:15][C:16]([N:18]1[CH:19]2[CH:20]=[CH:21][CH:22]1[C:6]([C:7]([O:9][CH3:10])=[O:8])=[C:5]2[C:3]([O:2][CH3:1])=[O:4])=[O:17])([CH3:12])[CH3:13]. The yield is 0.500. (4) The reactants are [F:1][C:2]([F:36])([F:35])[C:3]1[CH:4]=[N:5][N:6]([C:8]2[CH:13]=[CH:12][C:11]([NH:14][CH:15]([C:19]3[CH:34]=[CH:33][C:22]([C:23]([NH:25][CH2:26][CH2:27][C:28]([O:30]CC)=[O:29])=[O:24])=[CH:21][CH:20]=3)[CH2:16][CH2:17][CH3:18])=[CH:10][CH:9]=2)[CH:7]=1.O1CCCC1.[OH-].[Li+]. The catalyst is CO. The product is [F:35][C:2]([F:1])([F:36])[C:3]1[CH:4]=[N:5][N:6]([C:8]2[CH:13]=[CH:12][C:11]([NH:14][CH:15]([C:19]3[CH:20]=[CH:21][C:22]([C:23]([NH:25][CH2:26][CH2:27][C:28]([OH:30])=[O:29])=[O:24])=[CH:33][CH:34]=3)[CH2:16][CH2:17][CH3:18])=[CH:10][CH:9]=2)[CH:7]=1. The yield is 0.780. (5) The reactants are CC[N:3]([CH:7]([CH3:9])C)[CH:4](C)C.[CH3:10][N:11]1[C:16](=[O:17])[C:15]2[C:18]([C:39]3[CH:44]=[CH:43][CH:42]=[CH:41][CH:40]=3)=[C:19]([C:21]3[CH:26]=[CH:25][C:24]([C:27]4([NH:31][C:32](=[O:38])[O:33][C:34]([CH3:37])([CH3:36])[CH3:35])[CH2:30][CH2:29][CH2:28]4)=[CH:23][CH:22]=3)[O:20][C:14]=2[N:13]=[C:12]1S(C)(=O)=O.C1C[O:52]CC1. No catalyst specified. The product is [OH:52][CH:9]1[CH2:4][N:3]([C:12]2[N:11]([CH3:10])[C:16](=[O:17])[C:15]3[C:18]([C:39]4[CH:44]=[CH:43][CH:42]=[CH:41][CH:40]=4)=[C:19]([C:21]4[CH:22]=[CH:23][C:24]([C:27]5([NH:31][C:32](=[O:38])[O:33][C:34]([CH3:36])([CH3:37])[CH3:35])[CH2:30][CH2:29][CH2:28]5)=[CH:25][CH:26]=4)[O:20][C:14]=3[N:13]=2)[CH2:7]1. The yield is 0.560. (6) The reactants are [OH:1][C:2]1[CH:3]=[C:4]([CH:8]=[CH:9][C:10]=1[O:11][CH3:12])[C:5]([OH:7])=O.[CH2:13]1[C@H:22]2[C@H:17]([CH2:18][CH2:19][C:20]3[CH:26]=[CH:25][CH:24]=[CH:23][C:21]=32)[NH:16][CH2:15][CH2:14]1.F[P-](F)(F)(F)(F)F.N1(OC(N(C)C)=[N+](C)C)C2N=CC=CC=2N=N1. No catalyst specified. The product is [CH2:13]1[C@H:22]2[C@H:17]([CH2:18][CH2:19][C:20]3[CH:26]=[CH:25][CH:24]=[CH:23][C:21]=32)[N:16]([C:5]([C:4]2[CH:8]=[CH:9][C:10]([O:11][CH3:12])=[C:2]([OH:1])[CH:3]=2)=[O:7])[CH2:15][CH2:14]1. The yield is 0.420.